Dataset: Peptide-MHC class I binding affinity with 185,985 pairs from IEDB/IMGT. Task: Regression. Given a peptide amino acid sequence and an MHC pseudo amino acid sequence, predict their binding affinity value. This is MHC class I binding data. (1) The peptide sequence is KQNPDIVIY. The MHC is HLA-B35:03 with pseudo-sequence HLA-B35:03. The binding affinity (normalized) is 0. (2) The peptide sequence is RLRPNGKKKYM. The MHC is Mamu-A02 with pseudo-sequence Mamu-A02. The binding affinity (normalized) is 0.579. (3) The peptide sequence is RRRQWASCM. The MHC is HLA-A11:01 with pseudo-sequence HLA-A11:01. The binding affinity (normalized) is 0.0847.